Dataset: Peptide-MHC class I binding affinity with 185,985 pairs from IEDB/IMGT. Task: Regression. Given a peptide amino acid sequence and an MHC pseudo amino acid sequence, predict their binding affinity value. This is MHC class I binding data. (1) The peptide sequence is SLYNTVATI. The MHC is HLA-A68:02 with pseudo-sequence HLA-A68:02. The binding affinity (normalized) is 0.0605. (2) The peptide sequence is TSPDLSFSL. The MHC is HLA-B08:01 with pseudo-sequence HLA-B08:01. The binding affinity (normalized) is 0.0847. (3) The peptide sequence is EVDQTKIQY. The MHC is HLA-A26:02 with pseudo-sequence HLA-A26:02. The binding affinity (normalized) is 0.317. (4) The peptide sequence is RLASTVIYR. The MHC is HLA-B39:01 with pseudo-sequence HLA-B39:01. The binding affinity (normalized) is 0.0847.